From a dataset of Reaction yield outcomes from USPTO patents with 853,638 reactions. Predict the reaction yield, written as a fraction of the theoretical maximum amount of product (1.0 means a 100% yield; for example, 0.34 means a 34% yield). (1) The reactants are Br[CH:2]([C:7]1[CH:12]=[CH:11][CH:10]=[C:9]([F:13])[CH:8]=1)[C:3]([O:5][CH3:6])=[O:4].CCN(C(C)C)C(C)C.[NH2:23][C:24]1[CH:29]=[CH:28][CH:27]=[CH:26][CH:25]=1. The catalyst is C(#N)C. The product is [F:13][C:9]1[CH:8]=[C:7]([CH:2]([NH:23][C:24]2[CH:29]=[CH:28][CH:27]=[CH:26][CH:25]=2)[C:3]([O:5][CH3:6])=[O:4])[CH:12]=[CH:11][CH:10]=1. The yield is 0.730. (2) The reactants are [CH3:1][N:2]1[CH2:7][CH2:6][CH:5]([CH2:8][N:9]2[CH2:14][CH2:13][NH:12][CH2:11][CH2:10]2)[CH2:4][CH2:3]1.[C:15]1([CH:21]([N:28]=[C:29]=[O:30])[C:22]2[CH:27]=[CH:26][CH:25]=[CH:24][CH:23]=2)[CH:20]=[CH:19][CH:18]=[CH:17][CH:16]=1. The catalyst is C(Cl)Cl. The product is [CH:21]([NH:28][C:29]([N:12]1[CH2:13][CH2:14][N:9]([CH2:8][CH:5]2[CH2:6][CH2:7][N:2]([CH3:1])[CH2:3][CH2:4]2)[CH2:10][CH2:11]1)=[O:30])([C:22]1[CH:23]=[CH:24][CH:25]=[CH:26][CH:27]=1)[C:15]1[CH:20]=[CH:19][CH:18]=[CH:17][CH:16]=1. The yield is 0.820. (3) The reactants are [Cl-].O[NH3+:3].[C:4](=[O:7])([O-])[OH:5].[Na+].CS(C)=O.[CH2:13]([O:17][C:18]1[CH:23]=[CH:22][C:21]([N:24]2[C:29](=[O:30])[C:28]([CH2:31][C:32]3[CH:37]=[CH:36][C:35]([C:38]4[C:39]([C:44]#[N:45])=[CH:40][CH:41]=[CH:42][CH:43]=4)=[CH:34][CH:33]=3)=[C:27]([CH2:46][CH2:47][CH3:48])[N:26]=[C:25]2[CH3:49])=[CH:20][CH:19]=1)[CH:14]([CH3:16])[CH3:15]. The yield is 0.400. The product is [CH2:13]([O:17][C:18]1[CH:19]=[CH:20][C:21]([N:24]2[C:29](=[O:30])[C:28]([CH2:31][C:32]3[CH:33]=[CH:34][C:35]([C:38]4[CH:43]=[CH:42][CH:41]=[CH:40][C:39]=4[C:44]4[NH:3][C:4](=[O:7])[O:5][N:45]=4)=[CH:36][CH:37]=3)=[C:27]([CH2:46][CH2:47][CH3:48])[N:26]=[C:25]2[CH3:49])=[CH:22][CH:23]=1)[CH:14]([CH3:16])[CH3:15]. The catalyst is O.C(OCC)(=O)C. (4) The reactants are [Cl-].O[NH3+:3].[C:4](=[O:7])([O-])[OH:5].[Na+].CS(C)=O.[CH3:13][C:14]([CH3:51])([CH3:50])[CH2:15][O:16][C:17]1[N:22]=[CH:21][C:20]([N:23]2[C:28](=[O:29])[C:27]([CH2:30][C:31]3[CH:36]=[CH:35][C:34]([C:37]4[C:38]([C:43]#[N:44])=[CH:39][CH:40]=[CH:41][CH:42]=4)=[CH:33][CH:32]=3)=[C:26]([CH2:45][CH2:46][CH3:47])[N:25]=[C:24]2[CH2:48][CH3:49])=[CH:19][CH:18]=1. The catalyst is C(OCC)(=O)C. The product is [CH3:51][C:14]([CH3:50])([CH3:13])[CH2:15][O:16][C:17]1[N:22]=[CH:21][C:20]([N:23]2[C:28](=[O:29])[C:27]([CH2:30][C:31]3[CH:36]=[CH:35][C:34]([C:37]4[CH:42]=[CH:41][CH:40]=[CH:39][C:38]=4[C:43]4[NH:3][C:4](=[O:7])[O:5][N:44]=4)=[CH:33][CH:32]=3)=[C:26]([CH2:45][CH2:46][CH3:47])[N:25]=[C:24]2[CH2:48][CH3:49])=[CH:19][CH:18]=1. The yield is 0.620. (5) The yield is 0.740. The reactants are [F:1][C:2]1[CH:7]=[CH:6][C:5]([C@:8]([C:17]2[CH:22]=[C:21]([O:23][C:24]([F:29])([F:28])[CH:25]([F:27])[F:26])[CH:20]=[C:19]([F:30])[CH:18]=2)([NH2:16])[CH2:9][C:10]2[CH:15]=[CH:14][CH:13]=[CH:12][CH:11]=2)=[CH:4][C:3]=1[O:31][CH:32]([CH3:34])[CH3:33].[F:35][C:36]([F:47])([F:46])[C:37]([C:42]([F:45])([F:44])[F:43])=[CH:38][C:39](O)=[O:40]. The catalyst is C(#N)C. The product is [F:35][C:36]([F:46])([F:47])[C:37]([C:42]([F:43])([F:44])[F:45])=[CH:38][C:39]([NH:16][C@:8]([C:5]1[CH:6]=[CH:7][C:2]([F:1])=[C:3]([O:31][CH:32]([CH3:34])[CH3:33])[CH:4]=1)([C:17]1[CH:22]=[C:21]([O:23][C:24]([F:28])([F:29])[CH:25]([F:27])[F:26])[CH:20]=[C:19]([F:30])[CH:18]=1)[CH2:9][C:10]1[CH:11]=[CH:12][CH:13]=[CH:14][CH:15]=1)=[O:40]. (6) The reactants are [CH2:1]([O:5][C:6]1[N:14]=[C:13]2[C:9]([N:10]=[C:11]([O:25]C)[N:12]2[CH2:15][C:16]2[CH:21]=[CH:20][C:19]([C:22]([OH:24])=[O:23])=[CH:18][CH:17]=2)=[C:8]([NH2:27])[N:7]=1)[CH2:2][CH2:3][CH3:4].C(=O)([O-])[O-].[K+].[K+].Cl.Cl[CH2:36][C:37]1[CH:38]=[N:39][CH:40]=[CH:41][CH:42]=1. The catalyst is CN(C=O)C. The product is [CH2:1]([O:5][C:6]1[N:14]=[C:13]2[C:9]([N:10]=[C:11]([OH:25])[N:12]2[CH2:15][C:16]2[CH:17]=[CH:18][C:19]([C:22]([O:24][CH2:36][C:37]3[CH:38]=[N:39][CH:40]=[CH:41][CH:42]=3)=[O:23])=[CH:20][CH:21]=2)=[C:8]([NH2:27])[N:7]=1)[CH2:2][CH2:3][CH3:4]. The yield is 0.520. (7) The reactants are Br[CH2:2][C:3]1[C:11]2[S:10][C:9]([NH:12][C:13]3[C:18]([CH3:19])=[CH:17][C:16]([CH3:20])=[CH:15][C:14]=3[CH3:21])=[N:8][C:7]=2[CH:6]=[CH:5][CH:4]=1.C(=O)([O-])[O-].[K+].[K+].[CH2:28]([NH:31][CH2:32][CH2:33][CH3:34])[CH2:29][CH3:30]. The catalyst is C(#N)C.ClCCl. The product is [CH2:28]([N:31]([CH2:2][C:3]1[C:11]2[S:10][C:9]([NH:12][C:13]3[C:18]([CH3:19])=[CH:17][C:16]([CH3:20])=[CH:15][C:14]=3[CH3:21])=[N:8][C:7]=2[CH:6]=[CH:5][CH:4]=1)[CH2:32][CH2:33][CH3:34])[CH2:29][CH3:30]. The yield is 0.570. (8) The reactants are [CH3:1][C:2]1[CH:7]=[CH:6][C:5]([C:8](=[O:10])[CH3:9])=[CH:4][CH:3]=1.C1C(=O)N([Br:18])C(=O)C1. The catalyst is C(Cl)(Cl)(Cl)Cl.CC(N=NC(C#N)(C)C)(C#N)C. The product is [C:8]([C:5]1[CH:6]=[CH:7][C:2]([CH2:1][Br:18])=[CH:3][CH:4]=1)(=[O:10])[CH3:9]. The yield is 0.650. (9) The reactants are Cl[C:2]1[N:7]=[CH:6][N:5]=[C:4]([NH:8][CH:9]2[CH2:14][CH2:13][CH2:12][N:11]([C:15]([O:17][C:18]([CH3:21])([CH3:20])[CH3:19])=[O:16])[CH2:10]2)[CH:3]=1.[O:22]([C:29]1[CH:35]=[CH:34][C:32]([NH2:33])=[CH:31][CH:30]=1)[C:23]1[CH:28]=[CH:27][CH:26]=[CH:25][CH:24]=1.C1C=CC(P(C2C(C3C(P(C4C=CC=CC=4)C4C=CC=CC=4)=CC=C4C=3C=CC=C4)=C3C(C=CC=C3)=CC=2)C2C=CC=CC=2)=CC=1.C([O-])([O-])=O.[Cs+].[Cs+]. The yield is 0.409. The product is [O:22]([C:29]1[CH:30]=[CH:31][C:32]([NH:33][C:2]2[N:7]=[CH:6][N:5]=[C:4]([NH:8][CH:9]3[CH2:14][CH2:13][CH2:12][N:11]([C:15]([O:17][C:18]([CH3:21])([CH3:20])[CH3:19])=[O:16])[CH2:10]3)[CH:3]=2)=[CH:34][CH:35]=1)[C:23]1[CH:28]=[CH:27][CH:26]=[CH:25][CH:24]=1. The catalyst is C1(C)C=CC=CC=1.CCOC(C)=O.CC([O-])=O.CC([O-])=O.[Pd+2]. (10) The reactants are [F:1][C:2]1[CH:3]=[C:4]([C:8]2[CH:9]=[C:10]3[CH2:16][C:15](=O)[NH:14][C:11]3=[N:12][CH:13]=2)[CH:5]=[CH:6][CH:7]=1.P(Cl)(Cl)([Cl:20])=O. The catalyst is CC1C=CC(C)=CC=1. The product is [Cl:20][C:15]1[NH:14][C:11]2=[N:12][CH:13]=[C:8]([C:4]3[CH:5]=[CH:6][CH:7]=[C:2]([F:1])[CH:3]=3)[CH:9]=[C:10]2[CH:16]=1. The yield is 0.560.